This data is from Full USPTO retrosynthesis dataset with 1.9M reactions from patents (1976-2016). The task is: Predict the reactants needed to synthesize the given product. (1) Given the product [CH:42]1([N:39]([CH2:40][CH3:41])[C:37]([CH2:36][NH:34][C@@H:10]2[CH2:9][NH:8][CH2:12][C@H:11]2[CH2:13][N:14]([CH:31]([CH3:32])[CH3:33])[C:15](=[O:30])[C:16]2[CH:21]=[CH:20][C:19]([O:22][CH3:23])=[C:18]([O:24][CH2:25][CH2:26][CH2:27][O:28][CH3:29])[CH:17]=2)=[O:38])[CH2:47][CH2:46][CH2:45][CH2:44][CH2:43]1, predict the reactants needed to synthesize it. The reactants are: C(OC([N:8]1[CH2:12][C@@H:11]([CH2:13][N:14]([CH:31]([CH3:33])[CH3:32])[C:15](=[O:30])[C:16]2[CH:21]=[CH:20][C:19]([O:22][CH3:23])=[C:18]([O:24][CH2:25][CH2:26][CH2:27][O:28][CH3:29])[CH:17]=2)[C@H:10]([NH2:34])[CH2:9]1)=O)(C)(C)C.Cl[CH2:36][C:37]([N:39]([CH:42]1[CH2:47][CH2:46][CH2:45][CH2:44][CH2:43]1)[CH2:40][CH3:41])=[O:38].[Cl-].CC#N.O. (2) Given the product [Cl:21][C:22]1[CH:23]=[C:24]([CH2:30][CH2:31][C:32]2([CH:40]3[CH2:44][CH2:43][CH2:42][CH2:41]3)[O:37][C:36](=[O:38])[CH:35]([CH2:6][C:2]3[S:1][CH:5]=[CH:4][N:3]=3)[C:34](=[O:39])[CH2:33]2)[CH:25]=[CH:26][C:27]=1[O:28][CH3:29], predict the reactants needed to synthesize it. The reactants are: [S:1]1[CH:5]=[CH:4][N:3]=[C:2]1[CH:6]=O.CC1C=C(C)N2N=C(C=O)N=C2N=1.[Cl:21][C:22]1[CH:23]=[C:24]([CH2:30][CH2:31][C:32]2([CH:40]3[CH2:44][CH2:43][CH2:42][CH2:41]3)[O:37][C:36](=[O:38])[CH2:35][C:34](=[O:39])[CH2:33]2)[CH:25]=[CH:26][C:27]=1[O:28][CH3:29].ClC1C=C(CCC2(C3CCCC3)OC(=O)CC(=O)C2)C=CC=1OC(C)C. (3) Given the product [NH:8]1[C:16]2[C:11](=[CH:12][CH:13]=[CH:14][CH:15]=2)[C:10]([CH:17]([CH3:20])[C:18]#[N:19])=[CH:9]1, predict the reactants needed to synthesize it. The reactants are: C(OC([N:8]1[C:16]2[C:11](=[CH:12][CH:13]=[CH:14][CH:15]=2)[C:10]([CH:17]([CH3:20])[C:18]#[N:19])=[CH:9]1)=O)(C)(C)C.C(O)(C(F)(F)F)=O. (4) Given the product [OH:8][CH2:9][CH2:10][CH2:11][C:12]1[CH:17]=[C:16]([C:18]2[CH:23]=[C:22]([C:24]([F:27])([F:25])[F:26])[CH:21]=[C:20]([S:28](=[O:32])(=[O:31])[NH:29][CH3:30])[CH:19]=2)[N:15]=[C:14]([C:33]#[N:34])[N:13]=1, predict the reactants needed to synthesize it. The reactants are: C([O:8][CH2:9][CH2:10][CH2:11][C:12]1[CH:17]=[C:16]([C:18]2[CH:23]=[C:22]([C:24]([F:27])([F:26])[F:25])[CH:21]=[C:20]([S:28](=[O:32])(=[O:31])[NH:29][CH3:30])[CH:19]=2)[N:15]=[C:14]([C:33]#[N:34])[N:13]=1)C1C=CC=CC=1.S([O-])([O-])(=O)=O.[Ce+3].S([O-])([O-])(=O)=O.S([O-])([O-])(=O)=O.[Ce+3].Br([O-])(=O)=O.[Ba+2].Br([O-])(=O)=O. (5) Given the product [C:26]([O:25][C:23]1[S:22][C:19]2[CH2:20][CH2:21][N:16]([CH:8]([C:6]([CH:3]3[CH2:4][CH2:5]3)=[O:7])[C:9]3[CH:14]=[CH:13][CH:12]=[CH:11][C:10]=3[F:15])[CH2:17][C:18]=2[CH:24]=1)(=[O:28])[CH3:27], predict the reactants needed to synthesize it. The reactants are: [H-].[Na+].[CH:3]1([C:6]([CH:8]([N:16]2[CH2:21][CH2:20][CH:19]3[S:22][C:23](=[O:25])[CH:24]=[C:18]3[CH2:17]2)[C:9]2[CH:14]=[CH:13][CH:12]=[CH:11][C:10]=2[F:15])=[O:7])[CH2:5][CH2:4]1.[C:26](OC(=O)C)(=[O:28])[CH3:27]. (6) Given the product [F:1][C:2]1[CH:7]=[C:6]([CH:5]=[CH:4][N:3]=1)[C:8]([N:14]([O:13][CH3:12])[CH3:15])=[O:10], predict the reactants needed to synthesize it. The reactants are: [F:1][C:2]1[CH:7]=[C:6]([C:8]([OH:10])=O)[CH:5]=[CH:4][N:3]=1.Cl.[CH3:12][O:13][NH:14][CH3:15].CN(C(ON1N=NC2C=CC=NC1=2)=[N+](C)C)C.F[P-](F)(F)(F)(F)F.CCN(C(C)C)C(C)C. (7) Given the product [Cl:21][C:22]1[CH:27]=[CH:26][CH:25]=[CH:24][C:23]=1[C:2]1[C:10]2[C:5](=[CH:6][C:7]([C:11]([O:32][CH3:31])=[O:13])=[CH:8][CH:9]=2)[N:4]([C:14]2[CH:15]=[CH:16][C:17]([CH3:20])=[CH:18][CH:19]=2)[CH:3]=1, predict the reactants needed to synthesize it. The reactants are: Br[C:2]1[C:10]2[C:5](=[CH:6][C:7]([C:11](=[O:13])C)=[CH:8][CH:9]=2)[N:4]([C:14]2[CH:19]=[CH:18][C:17]([CH3:20])=[CH:16][CH:15]=2)[CH:3]=1.[Cl:21][C:22]1[CH:27]=[CH:26][CH:25]=[CH:24][C:23]=1B(O)O.[C:31](=O)([O-])[O-:32].[Cs+].[Cs+]. (8) Given the product [NH:5]1[C:6]2[CH:10]=[CH:9][S:8][C:7]=2[C:11](=[O:13])[NH:3][C:2]1=[O:1], predict the reactants needed to synthesize it. The reactants are: [O-:1][C:2]#[N:3].[Na+].[NH2:5][C:6]1[CH:10]=[CH:9][S:8][C:7]=1[C:11]([O:13]C)=O.